Predict the product of the given reaction. From a dataset of Forward reaction prediction with 1.9M reactions from USPTO patents (1976-2016). Given the reactants [F:1][C:2]1[CH:30]=[CH:29][CH:28]=[CH:27][C:3]=1[CH2:4][N:5]1[C:9]2=[N:10][CH:11]=[CH:12][CH:13]=[C:8]2[C:7]([C:14]2[N:15]=[C:16](I)[C:17]3[C:22]([CH3:24])([CH3:23])[C:21](=[O:25])[NH:20][C:18]=3[N:19]=2)=[N:6]1.C(N(CC)C(C)C)(C)C.[C:40]([O:44][C:45](=[O:51])[NH:46][CH:47]1[CH2:50][NH:49][CH2:48]1)([CH3:43])([CH3:42])[CH3:41].O, predict the reaction product. The product is: [C:40]([O:44][C:45](=[O:51])[NH:46][CH:47]1[CH2:50][N:49]([C:16]2[C:17]3[C:22]([CH3:24])([CH3:23])[C:21](=[O:25])[NH:20][C:18]=3[N:19]=[C:14]([C:7]3[C:8]4[C:9](=[N:10][CH:11]=[CH:12][CH:13]=4)[N:5]([CH2:4][C:3]4[CH:27]=[CH:28][CH:29]=[CH:30][C:2]=4[F:1])[N:6]=3)[N:15]=2)[CH2:48]1)([CH3:43])([CH3:41])[CH3:42].